This data is from Full USPTO retrosynthesis dataset with 1.9M reactions from patents (1976-2016). The task is: Predict the reactants needed to synthesize the given product. Given the product [Cl:1][C:2]1[CH:3]=[C:4]([CH:9]2[CH2:13][N:12]([C:38]([C:35]3[N:36]=[N:37][C:32]([N:26]4[CH2:31][CH2:30][O:29][CH2:28][CH2:27]4)=[CH:33][CH:34]=3)=[O:39])[CH2:11][CH:10]2[N:14]([CH3:25])[C:15](=[O:24])[CH2:16][C:17]2[CH:18]=[CH:19][C:20]([F:23])=[CH:21][CH:22]=2)[CH:5]=[CH:6][C:7]=1[Cl:8], predict the reactants needed to synthesize it. The reactants are: [Cl:1][C:2]1[CH:3]=[C:4]([CH:9]2[CH2:13][NH:12][CH2:11][CH:10]2[N:14]([CH3:25])[C:15](=[O:24])[CH2:16][C:17]2[CH:22]=[CH:21][C:20]([F:23])=[CH:19][CH:18]=2)[CH:5]=[CH:6][C:7]=1[Cl:8].[N:26]1([C:32]2[N:37]=[N:36][C:35]([C:38](O)=[O:39])=[CH:34][CH:33]=2)[CH2:31][CH2:30][O:29][CH2:28][CH2:27]1.